Dataset: Experimentally validated miRNA-target interactions with 360,000+ pairs, plus equal number of negative samples. Task: Binary Classification. Given a miRNA mature sequence and a target amino acid sequence, predict their likelihood of interaction. (1) The miRNA is hsa-miR-5197-5p with sequence CAAUGGCACAAACUCAUUCUUGA. The protein sequence of the target gene is MQASRHSIQAEPGWYVSAQQPEEAVAADEWSPLLSNEPHRQGSSGASFGLSVFNVMNAIMGSGILGLAYVMANTGILGFSFLLLFVALLASYSVHLLLAMCIHTAVTSYEDLGLFAFGLPGKVVVAGTIIIQNIGAMSSYLLIIKTELPAAISEFLPSDHSGSWYLDGQMLLIIICVGIVFPLSLLPKIGFLGYTSSLSFFFMVFFALVVVIKKWAVPCPVTLDCINEVFQISNATDDCKPKLFHFSKESVYAIPTMAFSFLCHTSVLPIYCELQSPSKKRMQNVTNTAIALSFLVYFVS.... Result: 0 (no interaction). (2) The protein sequence of the target gene is MVGGEAAAAVEELVSGVRQAADFAEQFRSYSESEKQWKARMEFILRHLPDYRDPPDGSGRLDQLLSLSMVWANHLFLGCSYNKDLLDKVMEMADGIEVEDLPQFTTRSELMKKHQS. The miRNA is hsa-miR-4257 with sequence CCAGAGGUGGGGACUGAG. Result: 1 (interaction). (3) The miRNA is hsa-miR-7150 with sequence CUGGCAGGGGGAGAGGUA. The protein sequence of the target gene is MATGTDQVVGLGLVAVSLIIFTYYTAWVILLPFIDSQHVIHKYFLPRAYAVAIPLAAGLLLLLFVGLFISYVMLKTKRVTKKAQ. Result: 1 (interaction). (4) The miRNA is hsa-miR-4269 with sequence GCAGGCACAGACAGCCCUGGC. The protein sequence of the target gene is MPYSEVEAKFLGPGKEQTREPCYKKLKSAADDGVSPLRGGPDIHRIQEKPRNNRVAVATINFRRRVCPQEDKTSTDVLKPLHKEMPGDKLGGSESIGSPALQDGKPSPLAKDDEIYSTSKAFIGPIYKPPEKKKCRERKSETDTFSSIDSKRRQEEKQKSNSKKLEMDTELSQFYKEIEELENENEASQGSCTEPEPSEEPIISYDWACNTLKSEEENKDLSDVLQSHCGYQEYLEDEPDYPCDEQLMPAFCETSFPSFRPEWQSMHPFVIPHDPLSSFNYFNFQRFGTPLHPSPDVFHG.... Result: 0 (no interaction). (5) The miRNA is hsa-miR-93-5p with sequence CAAAGUGCUGUUCGUGCAGGUAG. The protein sequence of the target gene is MQIITTALVCLLLAGMWPEDVDSKSMQVPFSRCCFSFAEQEIPLRAILCYRNTSSICSNEGLIFKLKRGKEACALDTVGWVQRHRKMLRHCPSKRK. Result: 1 (interaction). (6) The miRNA is hsa-miR-548ap-3p with sequence AAAAACCACAAUUACUUUU. The protein sequence of the target gene is MEPSPAAGGLETTRLVSPRDRGGAGGSLRLKSLFTEPSEPLPEESKPVEMPFHHCHRDPLPPPGLTPERLHARRQLYAACAVCFVFMAGEVVGGYLAHSLAIMTDAAHLLADVGSMMGSLFSLWLSTRPATRTMTFGWHRSETLGALASVVSLWMVTGILLYLAFVRLLHSDYHIEGGAMLLTASIAVCANLLMAFVLHQAGPPHSHGSRGAEYAPLEEGPEEPLPLGNTSVRAAFVHVLGDLLQSFGVLAASILIYFKPQYKAADPISTFLFSICALGSTAPTLRDVLRILMEGTPRNV.... Result: 1 (interaction). (7) The miRNA is hsa-miR-585-3p with sequence UGGGCGUAUCUGUAUGCUA. The protein sequence of the target gene is MSMRSPISAQLALDGVGTMVNCTIKSEEKKEPCHEAPQGSATAAEPQPGDPARASQDSADPQAPAQGNFRGSWDCSSPEGNGSPEPKRPGVSEAASGSQEKLDFNRNLKEVVPAIEKLLSSDWKERFLGRNSMEAKDVKGTQESLAEKELQLLVMIHQLSTLRDQLLTAHSEQKNMAAMLFEKQQQQMELARQQQEQIAKQQQQLIQQQHKINLLQQQIQQVNMPYVMIPAFPPSHQPLPVTPDSQLALPIQPIPCKPVEYPLQLLHSPPAPVVKRPGAMATHHPLQEPSQPLNLTAKPK.... Result: 0 (no interaction). (8) The miRNA is hsa-miR-6514-5p with sequence UAUGGAGUGGACUUUCAGCUGGC. The protein sequence of the target gene is MSALGSPVRAYDFLLKFLLVGDSDVGKGEILASLQDGAAESPYGHPAGIDYKTTTILLDGRRVKLQLWDTSGQGRFCTIFRSYSRGAQGVILVYDIANRWSFDGIDRWIKEIDEHAPGVPKILVGNRLHLAFKRQVPTEQAQAYAERLGVTFFEVSPLCNFNITESFTELARIVLLRHGMDRLWRPSKVLSLQDLCCRAVVSCTPVHLVDKLPLPIALRSHLKSFSMANGLNARMMHGGSYSLTTSSTHKRSSLRKVKLVRPPQSPPKNCTRNSCKIS. Result: 1 (interaction).